Dataset: Catalyst prediction with 721,799 reactions and 888 catalyst types from USPTO. Task: Predict which catalyst facilitates the given reaction. Reactant: [N:1]([C@H:4]1[C@H:8]([OH:9])[CH2:7][N:6]([C:10]([O:12][C:13]([CH3:16])([CH3:15])[CH3:14])=[O:11])[CH2:5]1)=[N+:2]=[N-:3].[CH3:17]I.[H-].[Na+].O. Product: [N:1]([C@H:4]1[C@H:8]([O:9][CH3:17])[CH2:7][N:6]([C:10]([O:12][C:13]([CH3:16])([CH3:15])[CH3:14])=[O:11])[CH2:5]1)=[N+:2]=[N-:3]. The catalyst class is: 215.